Dataset: Experimentally validated miRNA-target interactions with 360,000+ pairs, plus equal number of negative samples. Task: Binary Classification. Given a miRNA mature sequence and a target amino acid sequence, predict their likelihood of interaction. (1) The miRNA is hsa-miR-146b-5p with sequence UGAGAACUGAAUUCCAUAGGCUG. The protein sequence of the target gene is MEPAVLAAHHLPHHEPISFGIDQILSGPEPPGGGLGPGQSGQSHGESAAFSSGFHGASGYAPAGSLASLPRGSGVGPGGVIRVPAHRPLPVPPPSGAAPAVPGPSGLGGAGGLAGLTFPWMDSGRRFAKDRLTAALSPFSGTRRIGHPYQNRTPPKRKKPRTSFSRSQVLELERRFLRQKYLASAERAALAKALRMTDAQVKTWFQNRRTKWRRQTAEEREAERHRAGRLLLHLQQDALPRPLRPPLPPDPLCLHNSSLFALQNLQPWAEDNKVASVSGLASVV. Result: 0 (no interaction). (2) The miRNA is hsa-miR-548ad-3p with sequence GAAAACGACAAUGACUUUUGCA. The protein sequence of the target gene is MAAAAAAPGGGGGEPRGTAGVVPVVPGEVEVVKGQPFDVGPRYTQLQYIGEGAYGMVSSAYDHVRKTRVAIKKISPFEHQTYCQRTLREIQILLRFRHENVIGIRDILRAPTLEAMRDVYIVQDLMETDLYKLLKSQQLSNDHICYFLYQILRGLKYIHSANVLHRDLKPSNLLINTTCDLKICDFGLARIADPEHDHTGFLTEYVATRWYRAPEIMLNSKGYTKSIDIWSVGCILAEMLSNRPIFPGKHYLDQLNHILGILGSPSQEDLNCIINMKARNYLQSLPSKTKVAWAKLFPKS.... Result: 0 (no interaction). (3) The miRNA is hsa-miR-5583-5p with sequence AAACUAAUAUACCCAUAUUCUG. The protein sequence of the target gene is MSPQKRVKNVQAQNRTSQGSSSFQTTLSAWKVKQDPSNSKNISKHGQNNPVGDYEHADDQAEEDALQMAVGYFEKGPIKASQNKDKTLEKHLKTVENVAWKNGLASEEIDILLNIALSGKFGNAVNTRILKCMIPATVISEDSVVKAVSWLCVGKCSGSTKVLFYRWLVAMFDFIDRKEQINLLYGFFFASLQDDALCPYVCHLLYLLTKKENVKPFRVRKLLDLQAKMGMQPHLQALLSLYKFFAPALISVSLPVRKKIYFKNSENLWKTALLAVKQRNRGPSPEPLKLMLGPANVRPL.... Result: 0 (no interaction). (4) The miRNA is hsa-miR-6735-3p with sequence AGGCCUGUGGCUCCUCCCUCAG. Result: 0 (no interaction). The protein sequence of the target gene is MDRSAEFGRWKAQSLSKADLSRKGSVDEDAVEVVELLNSREEFFTTSSCAGRILLLDGSTEGSGVQKQHCCWLLVTHKPCARDDVMAALKGATSEAVLKFEPFILHVQCRTLQDAQTLHSVAIDSGFRNSGITVGKRGKTMLAVRGTHGLEVPLTHKGKLMVTEEYIEFLLTIANQKMEENKRRIGRFYNYLQHALKRETISNSHSKIKERNNPLCTHKNRRSQGKAQGPSTTEDNGRELEDGDGLEISAALFLGDD. (5) Result: 0 (no interaction). The protein sequence of the target gene is MASVKVAVRVRPMNRREKDLEAKFIIQMEKSKTTITNLKIPEGGTGDSGRERTKTFTYDFSFYSADTKSPDYVSQEMVFKTLGTDVVKSAFEGYNACVFAYGQTGSGKSYTMMGNSGDSGLIPRICEALFSRINETTRWDEASFRTEVSYLEIYNERVRDLLRRKSSKTFNLRVREHPKEGPYVEDLSKHLVQNYSDVEELMDAGNINRTTAATGMNDVSSRSHAIFTIKFTQAKFDAEMPCETVSKIHLVDLAGSERADATGATGVRLKEGGNINKSLVTLGNVISALADLSQDAANPL.... The miRNA is mmu-miR-6901-3p with sequence GACCUUCUGUGUUCUUGCAG. (6) The protein sequence of the target gene is MEPWKQCAQWLIHCKVLPTNHRVTWDSAQVFDLAQTLRDGVLLCQLLNNLRAHSINLKEINLRPQMSQFLCLKNIRTFLTACCETFGMRKSELFEAFDLFDVRDFGKVIETLSRLSRTPIALATGIRPFPTEESINDEDIYKGLPDLIDETLVEDEEDLYDCVYGEDEGGEVYEDLMKAEEAHQPKCPENDIRSCCLAEIKQTEEKYTETLESIEKYFMAPLKRFLTAAEFDSVFINIPELVKLHRNLMQEIHDSIVNKNDQNLYQVFINYKERLVIYGQYCSGVESAISSLDYISKTKE.... Result: 1 (interaction). The miRNA is hsa-miR-4717-3p with sequence ACACAUGGGUGGCUGUGGCCU. (7) The miRNA is hsa-miR-195-3p with sequence CCAAUAUUGGCUGUGCUGCUCC. The protein sequence of the target gene is MTRDDALPDSHSAQTFYENYEPKEILGRGVSSVVRRCIHKPTCQEYAVKIIDITGGGSFSSEEVQELREATLKEVDILQKVSGHPNIIQLKDTYETNTFFFLVFDLMKRGELFDYLTEKVTLTEKETRKIMRALLEVICTLHKLNIVHRDLKPENILLDDNMNIKLTDFGFSCQLQPGEKLREVCGTPSYLAPEIIQCSMDDGHPGYGKEVDMWSTGVIMYTLLAGSPPFWHRKQMLMLRMIMDGKYQFGSPEWDDYSDTVKDLVSRFLVVQPQDRCSAEEALAHPFFQEYVVEEVRHFS.... Result: 0 (no interaction). (8) The miRNA is mmu-miR-1901 with sequence CCGCUCGUACUCCCGGGGGUCC. The protein sequence of the target gene is MRMAPTESTEGRRLWPGPREGGSGKETTSEKLSNLPRPHSYSPKRADAESFRGVPAAFKKCREVFRACWGSRELLFLFKAISEAGPAQNSCGITLEKAGGLEDTGSHWLSWARCKVLYINGFTDPWKDAQAWILIVSCKKGKGTPEREGRN. Result: 0 (no interaction). (9) The protein sequence of the target gene is MIQLTATPVSALVDEPVHIRATGLIPFQMVSFQASLEDENGDMFYSQAHYRANEFGEVDLNHASSLGGDYMGVHPMGLFWSLKPEKLLTRLLKRDVMNRPFQVQVKLYDLELIVNNKVASAPKASLTLERWYVAPGVTRIKVREGRLRGALFLPPGEGLFPGVIDLFGGLGGLLEFRASLLASRGFASLALAYHNYEDLPRKPEVTDLEYFEEAANFLLRHPKVFGSGVGVVSVCQGVQIGLSMAIYLKQVTATVLINGTNFPFGIPQVYHGQIHQPLPHSAQLISTNALGLLELYRTFE.... Result: 1 (interaction). The miRNA is hsa-miR-492 with sequence AGGACCUGCGGGACAAGAUUCUU.